Dataset: NCI-60 drug combinations with 297,098 pairs across 59 cell lines. Task: Regression. Given two drug SMILES strings and cell line genomic features, predict the synergy score measuring deviation from expected non-interaction effect. (1) Drug 1: CC1C(C(CC(O1)OC2CC(CC3=C2C(=C4C(=C3O)C(=O)C5=C(C4=O)C(=CC=C5)OC)O)(C(=O)C)O)N)O.Cl. Drug 2: CN(CCCl)CCCl.Cl. Cell line: K-562. Synergy scores: CSS=32.6, Synergy_ZIP=-0.495, Synergy_Bliss=4.69, Synergy_Loewe=1.65, Synergy_HSA=4.76. (2) Drug 1: CS(=O)(=O)CCNCC1=CC=C(O1)C2=CC3=C(C=C2)N=CN=C3NC4=CC(=C(C=C4)OCC5=CC(=CC=C5)F)Cl. Drug 2: C1=NNC2=C1C(=O)NC=N2. Cell line: NCI-H322M. Synergy scores: CSS=15.9, Synergy_ZIP=-6.45, Synergy_Bliss=1.33, Synergy_Loewe=-6.96, Synergy_HSA=1.58.